This data is from Experimentally validated miRNA-target interactions with 360,000+ pairs, plus equal number of negative samples. The task is: Binary Classification. Given a miRNA mature sequence and a target amino acid sequence, predict their likelihood of interaction. (1) The protein sequence of the target gene is MPLYSVTVKWGKEKFEGVELNTDEPPMVFKAQLFALTGVQPARQKVMVKGGTLKDDDWGNIKIKNGMTLLMMGSADALPEEPSAKTVFVEDMTEEQLASAMELPCGLTNLGNTCYMNATVQCIRSVPELKDALKRYAGALRASGEMASAQYITAALRDLFDSMDKTSSSIPPIILLQFLHMAFPQFAEKGEQGQYLQQDANECWIQMMRVLQQKLEAIEDDSVKETDSSSASAATPSKKKSLIDQFFGVEFETTMKCTESEEEEVTKGKENQLQLSCFINQEVKYLFTGLKLRLQEEITK.... The miRNA is hsa-miR-192-3p with sequence CUGCCAAUUCCAUAGGUCACAG. Result: 1 (interaction). (2) The miRNA is hsa-miR-146a-3p with sequence CCUCUGAAAUUCAGUUCUUCAG. The protein sequence of the target gene is MSLRIDVDTNFPECVVDAGKVTLGTQQRQEMDPRLREKQNEIILRAVCALLNSGGGIIKAEIENKGYNYERHGVGLDVPPIFRSHLDKMQKENHFLIFVKSWNTEAGVPLATLCSNLYHRERTSTDVMDSQEALAFLKCRTQTPTNINVSNSLGPQAAQGSVQYEGNINVSAAALFDRKRLQYLEKLNLPESTHVEFVMFSTDVSHCVKDRLPKCVSAFANTEGGYVFFGVHDETCQVIGCEKEKIDLTSLRASIDGCIKKLPVHHFCTQRPEIKYVLNFLEVHDKGALRGYVCAIKVEK.... Result: 1 (interaction). (3) The protein sequence of the target gene is MFCHLRPMRRLCLEKIFPHWFPFSRALSGAEAVNALRPFYFAVHPDFFGQHPVEREINENSLKRLSVYLENLQKPGFKSLKPTQLTFYVRETDQSSSDGQEPFSTSGFRAVKFTLHTRDLLSTVLYILNSCSLSVEHIQSLNTNMHTQPLKEAKRMPDRPIKWDKSYYSFTGFKDPDEDLEQVSRVETTLTSWLDNNGKSAVKKLKNSLPLRKELDRLKDELSHQLQLSDIRWQRSWGIAHRCSQLHSLSRLAQQNLETLKKAKGCTIIFTDRSGMSAVGHVMLGTMDVHHHWTKLFERL.... The miRNA is hsa-miR-6804-5p with sequence UGAGGGUGUCAGCAGGUGACG. Result: 0 (no interaction). (4) The miRNA is mmu-miR-30c-5p with sequence UGUAAACAUCCUACACUCUCAGC. The protein sequence of the target gene is MAAASAGATRLLLLLLMAVAAPSRARGSGCRAGTGARGAGAEGREGEACGTVGLLLEHSFEIDDSANFRKRGSLLWNQQDGTLSLSQRQLSEEERGRLRDVAALNGLYRVRIPRRPGALDGLEAGGYVSSFVPACSLVESHLSDQLTLHVDVAGNVVGVSVVTHPGGCRGHEVEDVDLELFNTSVQLQPPTTAPGPETAAFIERLEMEQAQKAKNPQEQKSFFAKYWMYIIPVVLFLMMSGAPDTGGQGGGGGGGGGGGSGR. Result: 0 (no interaction). (5) The miRNA is hsa-miR-548ae-5p with sequence AAAAGUAAUUGUGGUUUUUG. The protein sequence of the target gene is MTWRMGPRFTMLLAMWLVCGSEPHPHATIRGSHGGRKVPLVSPDSSRPARFLRHTGRSRGIERSTLEEPNLQPLQRRRSVPVLRLARPTEPPARSDINGAAVRPEQRPAARGSPREMIRDEGSSARSRMLRFPSGSSSPNILASFAGKNRVWVISAPHASEGYYRLMMSLLKDDVYCELAERHIQQIVLFHQAGEEGGKVRRITSEGQILEQPLDPSLIPKLMSFLKLEKGKFGMVLLKKTLQVEERYPYPVRLEAMYEVIDQGPIRRIEKIRQKGFVQKCKASGVEGQVVAEGNDGGGG.... Result: 1 (interaction). (6) The miRNA is hsa-miR-6893-5p with sequence CAGGCAGGUGUAGGGUGGAGC. The protein sequence of the target gene is MALDGIRMPDGCYADGTWELSVHVTDLNRDVTLRVTGEVHIGGVMLKLVEKLDVKKDWSDHALWWEKKRTWLLKTHWTLDKYGIQADAKLQFTPQHKLLRLQLPNMKYVKVKVNFSDRVFKAVSDICKTFNIRHPEELSLLKKPRDPTKKKKKKLDDQSEDEALELEGPLITPGSGSIYSSPGLYSKTMTPTYDAHDGSPLSPTSAWFGDSALSEGNPGILAVSQPITSPEILAKMFKPQALLDKAKINQGWLDSSRSLMEQDVKENEALLLRFKYYSFFDLNPKYDAIRINQLYEQAKW.... Result: 1 (interaction). (7) The miRNA is hsa-miR-6885-5p with sequence AGGGGGGCACUGCGCAAGCAAAGCC. The protein sequence of the target gene is MAQSRDGGNPFAEPSELDNPFQDPAVIQHRPSRQYATLDVYNPFETREPPPAYEPPAPAPLPPPSAPSLQPSRKLSPTEPKNYGSYSTQASAAAATAELLKKQEELNRKAEELDRRERELQHAALGGTATRQNNWPPLPSFCPVQPCFFQDISMEIPQEFQKTVSTMYYLWMCSTLALLLNFLACLASFCVETNNGAGFGLSILWVLLFTPCSFVCWYRPMYKAFRSDSSFNFFVFFFIFFVQDVLFVLQAIGIPGWGFSGWISALVVPKGNTAVSVLMLLVALLFTGIAVLGIVMLKRI.... Result: 1 (interaction). (8) The miRNA is hsa-miR-3666 with sequence CAGUGCAAGUGUAGAUGCCGA. The protein sequence of the target gene is MANSSFIGDHVHGAPHAVMPEVEFPDQFFTVLTMDHELVTLRDVVINFSQEEWEYLDSAQRNLYWDVMMENYSNLLSLDLESRNETKHLSVGKDIIQNTGSQWEVMESSKLCGLEGSIFRNDWQSKSKIDLQGPEVGYFSQMKIISENVPSYKTHESLTLPRRTHDSEKPYEYKEYEKVFSCDLEFDEYQKIHTGGKNYECNQCWKTFGIDNSSMLQLNIHTGVKPCKYMEYGNTCSFYKDFNVYQKIHNEKFYKCKEYRRTFERVGKVTPLQRVHDGEKHFECSFCGKSFRVHAQLTRH.... Result: 1 (interaction). (9) The miRNA is hsa-miR-4782-5p with sequence UUCUGGAUAUGAAGACAAUCAA. The protein sequence of the target gene is MQPRTPLTLCVLLSQVLLVTSADDLECTPGFQRKVLHIHQPAEFIEDQPVLNLTFNDCKGNEKLHYEVSSPHFKVNSDGTLVALRNITAVGRTLFVHARTPHAEDMAELVIVGGKDIQGSLQDIFKFARTSPVPRQKRSIVVSPILIPENQRQPFPRDVGKVVDSDRPEGSKFRLTGKGVDQDPKGTFRINENTGSVSVTRTLDRETIATYQLYVETTDASGKTLEGPVPLEVIVIDQNDNRPIFREGPYIGHVMEGSPTGTTVMRMTAFDADDPATDNALLRYNIRQQTPDKPSPNMFY.... Result: 0 (no interaction). (10) The miRNA is hsa-miR-125b-5p with sequence UCCCUGAGACCCUAACUUGUGA. The protein sequence of the target gene is MLRRLLERPCTLALLVGSQLAVMMYLSLGGFRSLSALFGRDQGPTFDYSHPRDVYSNLSHLPGAPGGPPAPQGLPYCPERSPLLVGPVSVSFSPVPSLAEIVERNPRVEPGGRYRPAGCEPRSRTAIIVPHRAREHHLRLLLYHLHPFLQRQQLAYGIYVIHQAGNGTFNRAKLLNVGVREALRDEEWDCLFLHDVDLLPENDHNLYVCDPRGPRHVAVAMNKFGYSLPYPQYFGGVSALTPDQYLKMNGFPNEYWGWGGEDDDIATRVRLAGMKISRPPTSVGHYKMVKHRGDKGNEEN.... Result: 1 (interaction).